This data is from Blood-brain barrier penetration binary classification data from Martins et al.. The task is: Regression/Classification. Given a drug SMILES string, predict its absorption, distribution, metabolism, or excretion properties. Task type varies by dataset: regression for continuous measurements (e.g., permeability, clearance, half-life) or binary classification for categorical outcomes (e.g., BBB penetration, CYP inhibition). Dataset: bbb_martins. (1) The result is 1 (penetrates BBB). The drug is CC1COc2c(N3CCN(C)CC3)c(F)cc3c(=O)c(C(=O)O)cn1c23. (2) The compound is Cc1ccccc1N1CCN(CCCOc2ccccn2)CC1. The result is 1 (penetrates BBB).